Dataset: Reaction yield outcomes from USPTO patents with 853,638 reactions. Task: Predict the reaction yield, written as a fraction of the theoretical maximum amount of product (1.0 means a 100% yield; for example, 0.34 means a 34% yield). (1) The reactants are [Br:1][CH2:2][CH2:3][CH2:4][CH2:5]CCCCO.[O:11]1[CH:16]=[CH:15][CH2:14][CH2:13][CH2:12]1.C([O:19][CH2:20][CH3:21])C. No catalyst specified. The product is [Br:1][CH2:2][CH2:3][CH2:4][CH2:5][CH2:21][CH2:20][O:19][CH:16]1[CH2:15][CH2:14][CH2:13][CH2:12][O:11]1. The yield is 0.870. (2) The reactants are [CH2:1]([CH:8]1[CH2:13][CH2:12][N:11]([C:14]([C:16]2[NH:17][C:18]3[C:23]([CH:24]=2)=[CH:22][C:21]([N+:25]([O-])=O)=[CH:20][CH:19]=3)=[O:15])[CH2:10][CH2:9]1)[C:2]1[CH:7]=[CH:6][CH:5]=[CH:4][CH:3]=1. The catalyst is [Pd].CO. The product is [NH2:25][C:21]1[CH:22]=[C:23]2[C:18](=[CH:19][CH:20]=1)[NH:17][C:16]([C:14]([N:11]1[CH2:12][CH2:13][CH:8]([CH2:1][C:2]3[CH:7]=[CH:6][CH:5]=[CH:4][CH:3]=3)[CH2:9][CH2:10]1)=[O:15])=[CH:24]2. The yield is 0.590. (3) The reactants are C(O[C:6](=O)[NH:7][CH:8]1[CH2:13][CH2:12][CH:11]([NH2:14])[CH2:10][CH2:9]1)(C)(C)C.[H-].[Al+3].[Li+].[H-].[H-].[H-].C1COCC1.[OH-].[Na+]. The catalyst is O. The product is [CH3:6][NH:7][CH:8]1[CH2:13][CH2:12][CH:11]([NH2:14])[CH2:10][CH2:9]1. The yield is 0.840. (4) The reactants are [Cl:1][C:2]1[CH:7]=[CH:6][CH:5]=[CH:4][C:3]=1[C:8]1[N:9]([C:31]2[CH:36]=[CH:35][C:34]([Cl:37])=[CH:33][CH:32]=2)[C:10]2[C:15]([N:16]=1)=[C:14]([NH:17][C@H:18]1[CH2:23][CH2:22][CH2:21][N:20](C(OC(C)(C)C)=O)[CH2:19]1)[N:13]=[CH:12][N:11]=2.FC(F)(F)C(O)=O. The catalyst is ClCCl. The product is [Cl:1][C:2]1[CH:7]=[CH:6][CH:5]=[CH:4][C:3]=1[C:8]1[N:9]([C:31]2[CH:32]=[CH:33][C:34]([Cl:37])=[CH:35][CH:36]=2)[C:10]2[C:15]([N:16]=1)=[C:14]([NH:17][C@H:18]1[CH2:23][CH2:22][CH2:21][NH:20][CH2:19]1)[N:13]=[CH:12][N:11]=2. The yield is 0.650. (5) The reactants are C([O:4][C@H:5]1[CH2:22][CH2:21][C@@:20]2([CH3:23])[C:7](=[CH:8][CH2:9][C@@H:10]3[C@@H:19]2[CH2:18][CH2:17][C@@:15]2([CH3:16])[C@H:11]3[CH2:12][CH:13]=[C:14]2[N:24]2[C:28]3[CH:29]=[CH:30][CH:31]=[CH:32][C:27]=3[N:26]=[CH:25]2)[CH2:6]1)(=O)C.[OH-].[K+]. The catalyst is CO. The product is [OH:4][C@H:5]1[CH2:22][CH2:21][C@@:20]2([CH3:23])[C:7](=[CH:8][CH2:9][C@@H:10]3[C@@H:19]2[CH2:18][CH2:17][C@@:15]2([CH3:16])[C@H:11]3[CH2:12][CH:13]=[C:14]2[N:24]2[C:28]3[CH:29]=[CH:30][CH:31]=[CH:32][C:27]=3[N:26]=[CH:25]2)[CH2:6]1. The yield is 0.940. (6) The reactants are [CH2:1]([Mg]Br)[CH:2]=[CH2:3].[CH:6]1([C:9]([CH:11]2[CH2:13][CH2:12]2)=[O:10])[CH2:8][CH2:7]1. The catalyst is C1COCC1. The product is [CH:6]1([C:9]([CH:11]2[CH2:13][CH2:12]2)([OH:10])[CH2:3][CH:2]=[CH2:1])[CH2:8][CH2:7]1. The yield is 1.00.